The task is: Predict the reactants needed to synthesize the given product.. This data is from Full USPTO retrosynthesis dataset with 1.9M reactions from patents (1976-2016). (1) Given the product [CH3:1][N:2]1[CH:6]=[C:5]([N+:7]([O-:9])=[O:8])[CH:4]=[C:3]1[C:10]([NH:21][CH2:20][CH2:19][N:13]1[CH2:18][CH2:17][O:16][CH2:15][CH2:14]1)=[O:11], predict the reactants needed to synthesize it. The reactants are: [CH3:1][N:2]1[CH:6]=[C:5]([N+:7]([O-:9])=[O:8])[CH:4]=[C:3]1[C:10](Cl)=[O:11].[N:13]1([CH2:19][CH2:20][NH2:21])[CH2:18][CH2:17][O:16][CH2:15][CH2:14]1.CCN(CC)CC. (2) Given the product [CH2:23]([N:30]1[CH2:35][CH2:34][C:33]([C:13]2[CH:18]=[CH:17][C:16]([O:19][CH3:20])=[C:15]([O:21][CH3:22])[CH:14]=2)([OH:36])[CH2:32][CH2:31]1)[C:24]1[CH:25]=[CH:26][CH:27]=[CH:28][CH:29]=1, predict the reactants needed to synthesize it. The reactants are: C([Li])CCC.CCCCCC.Br[C:13]1[CH:18]=[CH:17][C:16]([O:19][CH3:20])=[C:15]([O:21][CH3:22])[CH:14]=1.[CH2:23]([N:30]1[CH2:35][CH2:34][C:33](=[O:36])[CH2:32][CH2:31]1)[C:24]1[CH:29]=[CH:28][CH:27]=[CH:26][CH:25]=1.